From a dataset of NCI-60 drug combinations with 297,098 pairs across 59 cell lines. Regression. Given two drug SMILES strings and cell line genomic features, predict the synergy score measuring deviation from expected non-interaction effect. (1) Drug 1: CC1=C(C=C(C=C1)NC2=NC=CC(=N2)N(C)C3=CC4=NN(C(=C4C=C3)C)C)S(=O)(=O)N.Cl. Drug 2: COC1=NC(=NC2=C1N=CN2C3C(C(C(O3)CO)O)O)N. Cell line: NCI/ADR-RES. Synergy scores: CSS=-1.16, Synergy_ZIP=2.16, Synergy_Bliss=4.27, Synergy_Loewe=1.78, Synergy_HSA=0.515. (2) Drug 1: CN(CCCl)CCCl.Cl. Drug 2: C(CCl)NC(=O)N(CCCl)N=O. Cell line: KM12. Synergy scores: CSS=15.2, Synergy_ZIP=-6.09, Synergy_Bliss=3.69, Synergy_Loewe=-5.32, Synergy_HSA=-0.838. (3) Drug 1: CC(C)(C#N)C1=CC(=CC(=C1)CN2C=NC=N2)C(C)(C)C#N. Drug 2: CCC1(C2=C(COC1=O)C(=O)N3CC4=CC5=C(C=CC(=C5CN(C)C)O)N=C4C3=C2)O.Cl. Cell line: HOP-62. Synergy scores: CSS=32.9, Synergy_ZIP=5.16, Synergy_Bliss=5.94, Synergy_Loewe=-21.5, Synergy_HSA=-0.223. (4) Drug 1: N.N.Cl[Pt+2]Cl. Cell line: U251. Drug 2: CC1C(C(CC(O1)OC2CC(CC3=C2C(=C4C(=C3O)C(=O)C5=C(C4=O)C(=CC=C5)OC)O)(C(=O)CO)O)N)O.Cl. Synergy scores: CSS=41.6, Synergy_ZIP=2.88, Synergy_Bliss=0.961, Synergy_Loewe=-18.4, Synergy_HSA=2.76. (5) Drug 1: C1=CC=C(C(=C1)C(C2=CC=C(C=C2)Cl)C(Cl)Cl)Cl. Drug 2: C#CCC(CC1=CN=C2C(=N1)C(=NC(=N2)N)N)C3=CC=C(C=C3)C(=O)NC(CCC(=O)O)C(=O)O. Cell line: RPMI-8226. Synergy scores: CSS=-5.68, Synergy_ZIP=2.94, Synergy_Bliss=2.02, Synergy_Loewe=-10.9, Synergy_HSA=-9.14. (6) Drug 1: C1=CC=C(C(=C1)C(C2=CC=C(C=C2)Cl)C(Cl)Cl)Cl. Drug 2: C1C(C(OC1N2C=NC3=C2NC=NCC3O)CO)O. Cell line: SR. Synergy scores: CSS=6.37, Synergy_ZIP=-1.96, Synergy_Bliss=2.30, Synergy_Loewe=0.919, Synergy_HSA=0.963. (7) Drug 1: C1=CC=C(C(=C1)C(C2=CC=C(C=C2)Cl)C(Cl)Cl)Cl. Drug 2: COCCOC1=C(C=C2C(=C1)C(=NC=N2)NC3=CC=CC(=C3)C#C)OCCOC.Cl. Cell line: 786-0. Synergy scores: CSS=5.15, Synergy_ZIP=-2.28, Synergy_Bliss=-0.777, Synergy_Loewe=-1.22, Synergy_HSA=0.0978.